From a dataset of Catalyst prediction with 721,799 reactions and 888 catalyst types from USPTO. Predict which catalyst facilitates the given reaction. (1) Reactant: [NH2:1][CH2:2][C:3]1[C:4]([F:22])=[C:5]([O:10][C:11]2[CH:12]=[C:13]([CH:16]=[C:17]([CH2:19][CH:20]=[CH2:21])[CH:18]=2)[C:14]#[N:15])[C:6]([Cl:9])=[CH:7][CH:8]=1.[Cl:23][C:24]1[N:25]=[CH:26][N:27]([CH2:32][O:33][CH2:34][CH2:35][Si:36]([CH3:39])([CH3:38])[CH3:37])[C:28]=1[C:29](O)=[O:30].CCN(C(C)C)C(C)C.C(Cl)CCl. Product: [Cl:23][C:24]1[N:25]=[CH:26][N:27]([CH2:32][O:33][CH2:34][CH2:35][Si:36]([CH3:39])([CH3:38])[CH3:37])[C:28]=1[C:29]([NH:1][CH2:2][C:3]1[CH:8]=[CH:7][C:6]([Cl:9])=[C:5]([O:10][C:11]2[CH:18]=[C:17]([CH2:19][CH:20]=[CH2:21])[CH:16]=[C:13]([C:14]#[N:15])[CH:12]=2)[C:4]=1[F:22])=[O:30]. The catalyst class is: 1. (2) Reactant: [NH:1]1[CH2:6][CH2:5][CH:4]([O:7][C@H:8]2[CH2:13][CH2:12][C@H:11]([CH2:14][C:15]([OH:17])=[O:16])[CH2:10][CH2:9]2)[CH2:3][CH2:2]1.F[C:19]1[CH:20]=[N:21][CH:22]=[C:23]([CH:25]=[O:26])[CH:24]=1.C(=O)(O)[O-].[Na+]. Product: [CH:25]([C:23]1[CH:24]=[CH:19][C:20]([N:1]2[CH2:2][CH2:3][CH:4]([O:7][C@H:8]3[CH2:13][CH2:12][C@H:11]([CH2:14][C:15]([OH:17])=[O:16])[CH2:10][CH2:9]3)[CH2:5][CH2:6]2)=[N:21][CH:22]=1)=[O:26]. The catalyst class is: 37. (3) Reactant: [CH3:1][O:2][C:3]1[CH:8]=[CH:7][C:6]([C:9]2[C:13]([CH3:14])=[C:12]([NH2:15])[S:11][N:10]=2)=[CH:5][CH:4]=1.N1[CH:21]=[CH:20][CH:19]=[CH:18][CH:17]=1.[OH2:22]. Product: [CH3:1][O:2][C:3]1[CH:4]=[CH:5][C:6]([C:9]2[C:13]([CH3:14])=[C:12]([NH:15][C:17]([C@@H:18]3[CH2:19][C@H:20]3[CH3:21])=[O:22])[S:11][N:10]=2)=[CH:7][CH:8]=1. The catalyst class is: 1. (4) Reactant: [C:1](=O)([O-])[O-].[Cs+].[Cs+].[OH:7][C:8]1[C:13]([C:14]([C:16]2[CH:21]=[CH:20][CH:19]=[CH:18][CH:17]=2)=[O:15])=[CH:12][C:11]([C:22]([F:25])([F:24])[F:23])=[CH:10][N:9]=1.[CH3:26][O:27][C:28](=[O:47])[CH2:29][CH2:30][C:31]1[CH:36]=[CH:35][C:34]([O:37][CH2:38][CH2:39][C@@H:40](OS(C)(=O)=O)[CH3:41])=[CH:33][CH:32]=1. Product: [CH3:26][O:27][C:28](=[O:47])[CH2:29][CH2:30][C:31]1[CH:36]=[CH:35][C:34]([O:37][CH2:38][CH2:39][C@@H:40]([O:7][C:8]2[C:13]([C:14](=[O:15])[C:16]3[CH:21]=[CH:20][CH:19]=[CH:18][CH:17]=3)=[CH:12][C:11]([C:22]([F:23])([F:25])[F:24])=[CH:10][N:9]=2)[CH3:41])=[CH:33][C:32]=1[CH3:1]. The catalyst class is: 3. (5) Reactant: [F:1][C:2]1[CH:3]=[C:4]2[C:10](I)=[N:9][N:8]([CH2:12][C:13]3[CH:18]=[CH:17][CH:16]=[CH:15][C:14]=3[F:19])[C:5]2=[N:6][CH:7]=1.C([Sn](CCCC)(CCCC)[Sn](CCCC)(CCCC)CCCC)CCC.Cl[C:47]1[N:48]=[CH:49][C:50]2[CH:55]=[CH:54][NH:53][C:51]=2[N:52]=1. Product: [F:1][C:2]1[CH:3]=[C:4]2[C:10]([C:47]3[N:48]=[CH:49][C:50]4[CH:55]=[CH:54][NH:53][C:51]=4[N:52]=3)=[N:9][N:8]([CH2:12][C:13]3[CH:18]=[CH:17][CH:16]=[CH:15][C:14]=3[F:19])[C:5]2=[N:6][CH:7]=1. The catalyst class is: 77. (6) Reactant: [C:1]([O:5][C:6](=[O:24])[NH:7][CH2:8][CH2:9][NH:10][C:11](=O)[CH2:12][CH2:13][CH2:14][C:15]1[CH:20]=[CH:19][C:18]([O:21][CH3:22])=[CH:17][CH:16]=1)([CH3:4])([CH3:3])[CH3:2].B. Product: [C:1]([O:5][C:6](=[O:24])[NH:7][CH2:8][CH2:9][NH:10][CH2:11][CH2:12][CH2:13][CH2:14][C:15]1[CH:16]=[CH:17][C:18]([O:21][CH3:22])=[CH:19][CH:20]=1)([CH3:4])([CH3:3])[CH3:2]. The catalyst class is: 1. (7) Reactant: [Br:1][C:2]1[CH:3]=[C:4]([C:8]2[N:12]=[CH:11][NH:10][N:9]=2)[CH:5]=[CH:6][CH:7]=1.[C:13]([O-])([O-])=O.[K+].[K+].ClC[CH2:21][C:22]([CH3:27])([CH3:26])[C:23]([O-:25])=[O:24]. Product: [CH3:21][C:22]([CH3:27])([CH3:26])[C:23]([O:25][CH2:13][N:10]1[CH:11]=[N:12][C:8]([C:4]2[CH:5]=[CH:6][CH:7]=[C:2]([Br:1])[CH:3]=2)=[N:9]1)=[O:24]. The catalyst class is: 23.